The task is: Regression. Given a peptide amino acid sequence and an MHC pseudo amino acid sequence, predict their binding affinity value. This is MHC class II binding data.. This data is from Peptide-MHC class II binding affinity with 134,281 pairs from IEDB. (1) The peptide sequence is DFALIVNAPNHEGIQ. The MHC is DRB1_1501 with pseudo-sequence DRB1_1501. The binding affinity (normalized) is 0.699. (2) The peptide sequence is INEETAAAIAYGLDR. The MHC is HLA-DQA10401-DQB10402 with pseudo-sequence HLA-DQA10401-DQB10402. The binding affinity (normalized) is 0.724. (3) The peptide sequence is CYKLEHPVTGCGE. The MHC is DRB1_1101 with pseudo-sequence DRB1_1101. The binding affinity (normalized) is 0. (4) The binding affinity (normalized) is 0.427. The peptide sequence is ARMWIQAATTMASYQ. The MHC is DRB3_0202 with pseudo-sequence DRB3_0202. (5) The MHC is DRB1_0101 with pseudo-sequence DRB1_0101. The peptide sequence is TKFVSAALHNVKCKT. The binding affinity (normalized) is 0.812.